Dataset: Full USPTO retrosynthesis dataset with 1.9M reactions from patents (1976-2016). Task: Predict the reactants needed to synthesize the given product. (1) The reactants are: [O:1]1[CH2:6][CH2:5][N:4]([CH2:7][C:8]2[CH:43]=[CH:42][C:11]([CH:12]=[CH:13][C:14]3[C:22]4[C:17](=[CH:18][C:19](/[CH:23]=[C:24]5/[C:25](=[O:33])[NH:26][C:27]6[C:32]/5=[CH:31][CH:30]=[CH:29][CH:28]=6)=[CH:20][CH:21]=4)[N:16](COCC[Si](C)(C)C)[N:15]=3)=[CH:10][CH:9]=2)[CH2:3][CH2:2]1.B(F)(F)F.CCOCC.Cl. Given the product [O:1]1[CH2:2][CH2:3][N:4]([CH2:7][C:8]2[CH:43]=[CH:42][C:11]([CH:12]=[CH:13][C:14]3[C:22]4[C:17](=[CH:18][C:19](/[CH:23]=[C:24]5/[C:25](=[O:33])[NH:26][C:27]6[C:32]/5=[CH:31][CH:30]=[CH:29][CH:28]=6)=[CH:20][CH:21]=4)[NH:16][N:15]=3)=[CH:10][CH:9]=2)[CH2:5][CH2:6]1, predict the reactants needed to synthesize it. (2) Given the product [CH3:1][O:2][C:3]([C:5]1[C:13]([NH:14][C:15]2[CH:20]=[CH:19][C:18]([Br:21])=[CH:17][C:16]=2[Cl:22])=[C:12]([F:23])[C:8]2[N:9]=[CH:10][N:11]([CH2:32][CH2:31][C:30]([O:34][C:35]([CH3:38])([CH3:37])[CH3:36])=[O:33])[C:7]=2[CH:6]=1)=[O:4], predict the reactants needed to synthesize it. The reactants are: [CH3:1][O:2][C:3]([C:5]1[C:13]([NH:14][C:15]2[CH:20]=[CH:19][C:18]([Br:21])=[CH:17][C:16]=2[Cl:22])=[C:12]([F:23])[C:8]2[N:9]=[CH:10][NH:11][C:7]=2[CH:6]=1)=[O:4].C([O-])([O-])=O.[K+].[K+].[C:30]([O:34][C:35]([CH3:38])([CH3:37])[CH3:36])(=[O:33])[CH:31]=[CH2:32]. (3) Given the product [C:11]1([C:10]2[C:5]([CH2:3][OH:2])=[N:6][CH:7]=[CH:8][CH:9]=2)[CH:12]=[CH:13][CH:14]=[CH:15][CH:16]=1, predict the reactants needed to synthesize it. The reactants are: C[O:2][C:3]([C:5]1[C:10]([C:11]2[CH:16]=[CH:15][CH:14]=[CH:13][CH:12]=2)=[CH:9][CH:8]=[CH:7][N:6]=1)=O.[BH4-].[Li+]. (4) Given the product [Cl:1][C:2]1[CH:3]=[C:4]([CH:5]=[CH:6][C:7]=1[Cl:8])[C:9]([C:10](=[C:21]([S:15][CH3:14])[S:22][CH3:24])[C:11]#[N:12])=[O:13], predict the reactants needed to synthesize it. The reactants are: [Cl:1][C:2]1[CH:3]=[C:4]([C:9](=[O:13])[CH2:10][C:11]#[N:12])[CH:5]=[CH:6][C:7]=1[Cl:8].[C:14](=S)=[S:15].[H-].[Na+].CI.[CH3:21][S:22]([CH3:24])=O. (5) Given the product [NH2:1][C:2]1[C:3]([C:8]([NH:16][CH3:15])=[O:10])=[N:4][CH:5]=[CH:6][N:7]=1, predict the reactants needed to synthesize it. The reactants are: [NH2:1][C:2]1[C:3]([C:8]([OH:10])=O)=[N:4][CH:5]=[CH:6][N:7]=1.Cl.CN.C[CH2:15][N:16]=C=NCCCN(C)C.C1C=CC2N(O)N=NC=2C=1.CCN(C(C)C)C(C)C.